This data is from Forward reaction prediction with 1.9M reactions from USPTO patents (1976-2016). The task is: Predict the product of the given reaction. (1) Given the reactants [Cl:1][C:2]1[CH:3]=[CH:4][C:5]([CH2:8][O:9][C:10]2[CH:15]=[CH:14][N+:13]([O-])=[CH:12][CH:11]=2)=[N:6][CH:7]=1.CC(OC(C)=O)=[O:19], predict the reaction product. The product is: [Cl:1][C:2]1[CH:3]=[CH:4][C:5]([CH2:8][O:9][C:10]2[CH:15]=[CH:14][NH:13][C:12](=[O:19])[CH:11]=2)=[N:6][CH:7]=1. (2) Given the reactants C([O:8][C:9]1[CH:14]=[C:13]([N:15]2[CH2:20][CH2:19][CH:18]([N:21](C)[C:22](=O)OCC3C=CC=CC=3)[CH2:17][CH2:16]2)[CH:12]=[CH:11][N:10]=1)C1C=CC=CC=1, predict the reaction product. The product is: [CH3:22][NH:21][CH:18]1[CH2:19][CH2:20][N:15]([C:13]2[CH:12]=[CH:11][NH:10][C:9](=[O:8])[CH:14]=2)[CH2:16][CH2:17]1.